This data is from Full USPTO retrosynthesis dataset with 1.9M reactions from patents (1976-2016). The task is: Predict the reactants needed to synthesize the given product. (1) Given the product [OH:1][C@@H:2]([CH3:7])[C:3]([N:8]1[CH2:12][CH2:11][CH2:10][CH2:9]1)=[O:4], predict the reactants needed to synthesize it. The reactants are: [OH:1][C@@H:2]([CH3:7])[C:3](OC)=[O:4].[NH:8]1[CH2:12][CH2:11][CH2:10][CH2:9]1. (2) Given the product [F:1][C:2]1[CH:8]=[CH:7][CH:6]=[CH:5][C:3]=1[NH:4][C:10]1[C:11]2[N:12]([CH:25]=[CH:26][CH:27]=2)[C:13]2[CH:14]=[CH:15][CH:16]=[C:17]([C:20]([O:22][CH2:23][CH3:24])=[O:21])[C:18]=2[N:19]=1, predict the reactants needed to synthesize it. The reactants are: [F:1][C:2]1[CH:8]=[CH:7][CH:6]=[CH:5][C:3]=1[NH2:4].Cl[C:10]1[C:11]2[N:12]([CH:25]=[CH:26][CH:27]=2)[C:13]2[CH:14]=[CH:15][CH:16]=[C:17]([C:20]([O:22][CH2:23][CH3:24])=[O:21])[C:18]=2[N:19]=1.O. (3) Given the product [Cl:38][C:33]1[CH:34]=[CH:35][CH:36]=[C:37]2[C:32]=1[N:31]=[N:30][C:29]([C:39]1[CH:40]=[CH:41][CH:42]=[CH:43][CH:44]=1)=[C:28]2[C:24]1[CH:25]=[CH:26][CH:27]=[C:22]([O:21][CH2:20][C:16]2[CH:17]=[CH:18][CH:19]=[C:14]([C:13]([N:5]3[CH2:10][CH2:9][O:8][CH2:7][CH2:6]3)=[O:12])[CH:15]=2)[CH:23]=1, predict the reactants needed to synthesize it. The reactants are: C[Al](C)C.[NH:5]1[CH2:10][CH2:9][O:8][CH2:7][CH2:6]1.C[O:12][C:13](=O)[C:14]1[CH:19]=[CH:18][CH:17]=[C:16]([CH2:20][O:21][C:22]2[CH:27]=[CH:26][CH:25]=[C:24]([C:28]3[C:37]4[C:32](=[C:33]([Cl:38])[CH:34]=[CH:35][CH:36]=4)[N:31]=[N:30][C:29]=3[C:39]3[CH:44]=[CH:43][CH:42]=[CH:41][CH:40]=3)[CH:23]=2)[CH:15]=1. (4) The reactants are: Cl[C:2]1([C:13]2[CH:18]=[CH:17][CH:16]=[CH:15][C:14]=2[O:19][CH3:20])[C:10]2[C:5](=[CH:6][CH:7]=[C:8]([Cl:11])[CH:9]=2)[NH:4][C:3]1=[O:12].[CH2:21]([NH:28][C@@H:29]([CH3:35])[C:30]([N:32]([CH3:34])[CH3:33])=[O:31])[C:22]1[CH:27]=[CH:26][CH:25]=[CH:24][CH:23]=1. Given the product [CH2:21]([N:28]([C:2]1([C:13]2[CH:18]=[CH:17][CH:16]=[CH:15][C:14]=2[O:19][CH3:20])[C:10]2[C:5](=[CH:6][CH:7]=[C:8]([Cl:11])[CH:9]=2)[NH:4][C:3]1=[O:12])[C@@H:29]([CH3:35])[C:30]([N:32]([CH3:34])[CH3:33])=[O:31])[C:22]1[CH:27]=[CH:26][CH:25]=[CH:24][CH:23]=1, predict the reactants needed to synthesize it. (5) Given the product [CH:1]1([C@H:4]2[C@H:13]([CH3:14])[C@@H:12]([NH:15][C:16]3[CH:21]=[CH:20][CH:19]=[C:18]([CH3:22])[N:17]=3)[C:11]3[C:6](=[CH:7][CH:8]=[C:9]([CH:23]4[CH2:24][CH2:25][NH:26][CH2:27][CH2:28]4)[CH:10]=3)[N:5]2[C:29](=[O:31])[CH3:30])[CH2:2][CH2:3]1, predict the reactants needed to synthesize it. The reactants are: [CH:1]1([C@H:4]2[C@H:13]([CH3:14])[C@@H:12]([NH:15][C:16]3[CH:21]=[CH:20][CH:19]=[C:18]([CH3:22])[N:17]=3)[C:11]3[C:6](=[CH:7][CH:8]=[C:9]([C:23]4[CH2:24][CH2:25][NH:26][CH2:27][CH:28]=4)[CH:10]=3)[N:5]2[C:29](=[O:31])[CH3:30])[CH2:3][CH2:2]1. (6) Given the product [N+:23]([C:5]1[CH:4]=[C:3]([OH:2])[CH:8]=[C:7]([S:9]([C:12]2[CH:17]=[CH:16][CH:15]=[C:14]([O:18][C:19]([F:22])([F:20])[F:21])[CH:13]=2)(=[O:10])=[O:11])[CH:6]=1)([O-:25])=[O:24], predict the reactants needed to synthesize it. The reactants are: C[O:2][C:3]1[CH:8]=[C:7]([S:9]([C:12]2[CH:17]=[CH:16][CH:15]=[C:14]([O:18][C:19]([F:22])([F:21])[F:20])[CH:13]=2)(=[O:11])=[O:10])[CH:6]=[C:5]([N+:23]([O-:25])=[O:24])[CH:4]=1.B(Br)(Br)Br.